The task is: Regression. Given two drug SMILES strings and cell line genomic features, predict the synergy score measuring deviation from expected non-interaction effect.. This data is from NCI-60 drug combinations with 297,098 pairs across 59 cell lines. (1) Drug 1: C1CCC(CC1)NC(=O)N(CCCl)N=O. Drug 2: COC1=NC(=NC2=C1N=CN2C3C(C(C(O3)CO)O)O)N. Cell line: CAKI-1. Synergy scores: CSS=28.4, Synergy_ZIP=-1.68, Synergy_Bliss=2.91, Synergy_Loewe=4.30, Synergy_HSA=5.98. (2) Drug 1: CCN(CC)CCCC(C)NC1=C2C=C(C=CC2=NC3=C1C=CC(=C3)Cl)OC. Drug 2: CN(C(=O)NC(C=O)C(C(C(CO)O)O)O)N=O. Cell line: DU-145. Synergy scores: CSS=29.1, Synergy_ZIP=-6.82, Synergy_Bliss=-1.25, Synergy_Loewe=-24.4, Synergy_HSA=-3.03.